From a dataset of Forward reaction prediction with 1.9M reactions from USPTO patents (1976-2016). Predict the product of the given reaction. (1) Given the reactants [F:1][C:2]([F:17])([F:16])[C:3]([OH:15])([CH2:6][C:7]1[CH:12]=[CH:11][CH:10]=[CH:9][C:8]=1[O:13][CH3:14])[CH:4]=O.[F:18][C:19]1[CH:20]=[CH:21][C:22]([NH2:30])=[C:23]2[C:28]=1[N:27]=[C:26]([CH3:29])[N:25]=[CH:24]2, predict the reaction product. The product is: [F:17][C:2]([F:1])([F:16])[C:3]([CH2:6][C:7]1[CH:12]=[CH:11][CH:10]=[CH:9][C:8]=1[O:13][CH3:14])([OH:15])[CH:4]=[N:30][C:22]1[CH:21]=[CH:20][C:19]([F:18])=[C:28]2[C:23]=1[CH:24]=[N:25][C:26]([CH3:29])=[N:27]2. (2) Given the reactants C(Cl)(=O)C(Cl)=O.[CH2:7]([O:14][C:15]1[CH:16]=[C:17]([CH:21]=[C:22]([O:24][C@@H:25]([CH3:29])[CH2:26][O:27][CH3:28])[CH:23]=1)[C:18](O)=[O:19])[C:8]1[CH:13]=[CH:12][CH:11]=[CH:10][CH:9]=1.C[N:31](C=O)C, predict the reaction product. The product is: [CH3:28][O:27][CH2:26][C@@H:25]([O:24][C:22]1[CH:21]=[C:17]([CH:16]=[C:15]([O:14][CH2:7][C:8]2[CH:13]=[CH:12][CH:11]=[CH:10][CH:9]=2)[CH:23]=1)[C:18]([NH2:31])=[O:19])[CH3:29]. (3) Given the reactants CC([O-])(C)C.[K+].[CH3:7][C:8]1[NH:12][N:11]=[C:10]([C:13]([O:15][CH2:16][CH3:17])=[O:14])[CH:9]=1.[C:18]([O:22][C:23]([C:25]1[CH:30]=[CH:29][CH:28]=[C:27]([CH2:31]Br)[CH:26]=1)=[O:24])([CH3:21])([CH3:20])[CH3:19].O, predict the reaction product. The product is: [C:18]([O:22][C:23]([C:25]1[CH:26]=[C:27]([CH:28]=[CH:29][CH:30]=1)[CH2:31][N:12]1[C:8]([CH3:7])=[CH:9][C:10]([C:13]([O:15][CH2:16][CH3:17])=[O:14])=[N:11]1)=[O:24])([CH3:21])([CH3:19])[CH3:20]. (4) Given the reactants CS(O[C@@H:6]([CH2:22][CH2:23][CH2:24][CH2:25][NH:26][C:27]([O:29][CH2:30][C:31]1[CH:36]=[CH:35][CH:34]=[CH:33][CH:32]=1)=[O:28])[C:7]([N:9]([CH2:16][C:17]1[S:18][CH:19]=[CH:20][CH:21]=1)[CH2:10][C:11]1[S:12][CH:13]=[CH:14][CH:15]=1)=[O:8])(=O)=O.[C-:37]#[N:38].[Na+], predict the reaction product. The product is: [S:12]1[CH:13]=[CH:14][CH:15]=[C:11]1[CH2:10][N:9]([CH2:16][C:17]1[S:18][CH:19]=[CH:20][CH:21]=1)[C:7](=[O:8])[C@H:6]([C:37]#[N:38])[CH2:22][CH2:23][CH2:24][CH2:25][NH:26][C:27](=[O:28])[O:29][CH2:30][C:31]1[CH:36]=[CH:35][CH:34]=[CH:33][CH:32]=1. (5) Given the reactants Br[Mg][C:3]1[CH:8]=[CH:7][C:6]([C:9]([F:12])([F:11])[F:10])=[CH:5][CH:4]=1.[C:13]1([C:19]2[C:28]([CH:29]=[O:30])=[C:27]([CH:31]([CH3:33])[CH3:32])[CH:26]=[C:25]3[C:20]=2[C:21](=[O:36])[CH2:22][C:23]([CH3:35])([CH3:34])[O:24]3)[CH2:18][CH2:17][CH2:16][CH2:15][CH:14]=1.C(=O)(O)[O-].[Na+], predict the reaction product. The product is: [C:13]1([C:19]2[C:28]([CH:29]([OH:30])[C:3]3[CH:8]=[CH:7][C:6]([C:9]([F:12])([F:11])[F:10])=[CH:5][CH:4]=3)=[C:27]([CH:31]([CH3:32])[CH3:33])[CH:26]=[C:25]3[C:20]=2[C:21](=[O:36])[CH2:22][C:23]([CH3:34])([CH3:35])[O:24]3)[CH2:18][CH2:17][CH2:16][CH2:15][CH:14]=1. (6) Given the reactants [CH2:1]([N:3]([CH2:36][CH3:37])[CH2:4][CH2:5][CH2:6][NH:7][C:8]1[N:9]=[C:10]([C:27]2[CH:28]=[C:29]([CH:33]=[CH:34][CH:35]=2)[C:30](O)=[O:31])[C:11]2[CH:17]=[CH:16][C:15](=[O:18])[N:14]([C:19]3[C:24]([F:25])=[CH:23][CH:22]=[CH:21][C:20]=3[F:26])[C:12]=2[N:13]=1)[CH3:2].[CH3:38][N:39](C(ON1N=NC2C=CC=CC1=2)=[N+](C)C)C.F[P-](F)(F)(F)(F)F.C(N(CC)CC)C.CN, predict the reaction product. The product is: [CH2:36]([N:3]([CH2:1][CH3:2])[CH2:4][CH2:5][CH2:6][NH:7][C:8]1[N:9]=[C:10]([C:27]2[CH:28]=[C:29]([CH:33]=[CH:34][CH:35]=2)[C:30]([NH:39][CH3:38])=[O:31])[C:11]2[CH:17]=[CH:16][C:15](=[O:18])[N:14]([C:19]3[C:20]([F:26])=[CH:21][CH:22]=[CH:23][C:24]=3[F:25])[C:12]=2[N:13]=1)[CH3:37]. (7) Given the reactants Br[C:2]1[CH:3]=[C:4]2[C:9](=[CH:10][CH:11]=1)[CH:8]=[N:7][CH:6]=[C:5]2[Cl:12].[NH:13]1[CH2:17][CH2:16][CH2:15][C:14]1=[O:18].P([O-])([O-])([O-])=O.[K+].[K+].[K+].CC1(C)C2C(=C(P(C3C=CC=CC=3)C3C=CC=CC=3)C=CC=2)OC2C(P(C3C=CC=CC=3)C3C=CC=CC=3)=CC=CC1=2, predict the reaction product. The product is: [Cl:12][C:5]1[C:4]2[C:9](=[CH:10][CH:11]=[C:2]([N:13]3[CH2:17][CH2:16][CH2:15][C:14]3=[O:18])[CH:3]=2)[CH:8]=[N:7][CH:6]=1.